Predict the product of the given reaction. From a dataset of Forward reaction prediction with 1.9M reactions from USPTO patents (1976-2016). (1) Given the reactants [F:1][C:2]1[CH:3]=[C:4]([CH2:9][C@@H:10]([C:25]2[C:30]([C:31]3[CH:32]=[C:33]([CH:37]=[CH:38][CH:39]=3)[C:34]([NH2:36])=[O:35])=[CH:29][CH:28]=[CH:27][N:26]=2)[NH:11][C:12](=[O:24])[CH2:13]C2C3C(=CC=C(F)C=3)NC=2)[CH:5]=[C:6]([F:8])[CH:7]=1.FC(F)(F)C(O)=O.N[C@H](C1C(C2C=C(C=CC=2)C(N)=O)=CC=CN=1)CC1C=C(F)C=C(F)C=1.[CH3:73][C:74]1[C:78]([CH3:79])=[C:77]([CH3:80])[N:76](CC(O)=O)[N:75]=1, predict the reaction product. The product is: [F:8][C:6]1[CH:5]=[C:4]([CH2:9][C@@H:10]([C:25]2[C:30]([C:31]3[CH:32]=[C:33]([CH:37]=[CH:38][CH:39]=3)[C:34]([NH2:36])=[O:35])=[CH:29][CH:28]=[CH:27][N:26]=2)[NH:11][C:12](=[O:24])[CH2:13][N:75]2[C:74]([CH3:73])=[C:78]([CH3:79])[C:77]([CH3:80])=[N:76]2)[CH:3]=[C:2]([F:1])[CH:7]=1. (2) Given the reactants N([O-])=O.[Na+].N[C:6]1[CH:11]=[CH:10][C:9]([OH:12])=[C:8]([O:13][C:14]([F:17])([F:16])[F:15])[CH:7]=1.[FH:18].N1C=CC=CC=1.O.O.O.[F-].C([N+](CCCC)(CCCC)CCCC)CCC, predict the reaction product. The product is: [F:18][C:6]1[CH:11]=[CH:10][C:9]([OH:12])=[C:8]([O:13][C:14]([F:17])([F:16])[F:15])[CH:7]=1. (3) Given the reactants [OH:1][C:2]1[CH:7]=[CH:6][C:5]([CH:8]=[CH:9][C:10]([OH:12])=[O:11])=[CH:4][C:3]=1[O:13][CH3:14].[H][H], predict the reaction product. The product is: [OH:1][C:2]1[CH:7]=[CH:6][C:5]([CH2:8][CH2:9][C:10]([OH:12])=[O:11])=[CH:4][C:3]=1[O:13][CH3:14]. (4) Given the reactants [CH3:1][C:2]1[O:3][C:4]2[C:9]([C:10](=[O:12])[CH:11]=1)=[CH:8][CH:7]=[CH:6][C:5]=2[CH:13]=O.[C:15]1([C:21](=[O:26])[CH2:22][C:23](=[O:25])[CH3:24])[CH:20]=[CH:19][CH:18]=[CH:17][CH:16]=1.C(O)(=O)C.N1CCCCC1, predict the reaction product. The product is: [CH3:1][C:2]1[O:3][C:4]2[C:9]([C:10](=[O:12])[CH:11]=1)=[CH:8][CH:7]=[CH:6][C:5]=2[CH:13]=[C:22]([C:23](=[O:25])[CH3:24])[C:21]([C:15]1[CH:16]=[CH:17][CH:18]=[CH:19][CH:20]=1)=[O:26]. (5) Given the reactants [H-].[Na+].[N:3]1[N:4]=[CH:5][N:6]([NH:8][C:9]2[CH:16]=[CH:15][C:12]([C:13]#[N:14])=[CH:11][CH:10]=2)[CH:7]=1.[Br:17][CH2:18][CH2:19][CH2:20][CH2:21][CH2:22]Br.C(OCC)(=O)C, predict the reaction product. The product is: [Br:17][CH2:18][CH2:19][CH2:20][CH2:21][CH2:22][N:8]([N:6]1[CH:5]=[N:4][N:3]=[CH:7]1)[C:9]1[CH:10]=[CH:11][C:12]([C:13]#[N:14])=[CH:15][CH:16]=1. (6) Given the reactants [I:1][C:2]1[C:10]2[C:5](=[CH:6][CH:7]=[C:8]([C:11]([OH:13])=O)[CH:9]=2)[NH:4][N:3]=1.[S:14]1[CH:18]=[CH:17][CH:16]=[C:15]1[C@H:19]([NH2:21])[CH3:20].CN(C(ON1N=NC2C=CC=CC1=2)=[N+](C)C)C.[B-](F)(F)(F)F.CCN(C(C)C)C(C)C, predict the reaction product. The product is: [I:1][C:2]1[C:10]2[C:5](=[CH:6][CH:7]=[C:8]([C:11]([NH:21][C@@H:19]([C:15]3[S:14][CH:18]=[CH:17][CH:16]=3)[CH3:20])=[O:13])[CH:9]=2)[NH:4][N:3]=1. (7) Given the reactants [C:1]([Si:5]([CH3:8])([CH3:7])Cl)([CH3:4])([CH3:3])[CH3:2].N1C=CN=C1.[OH:14][CH2:15][C:16]1[CH:17]=[C:18]([CH:23]=[C:24]([CH2:26][OH:27])[CH:25]=1)[C:19]([O:21][CH3:22])=[O:20].C(=O)(O)[O-].[Na+], predict the reaction product. The product is: [Si:5]([O:14][CH2:15][C:16]1[CH:17]=[C:18]([CH:23]=[C:24]([CH2:26][OH:27])[CH:25]=1)[C:19]([O:21][CH3:22])=[O:20])([C:1]([CH3:4])([CH3:3])[CH3:2])([CH3:8])[CH3:7]. (8) Given the reactants C([N:8]1[CH2:13][CH:12]=[C:11]([CH2:14][O:15][C:16]2[C:21](Br)=[CH:20][CH:19]=[C:18]([O:23]CC3C=CC=CC=3)[C:17]=2[F:31])[CH2:10][CH2:9]1)C1C=CC=CC=1.C([SnH](CCCC)CCCC)CCC.[C-]#[Si+].C([O-])=O.[NH4+], predict the reaction product. The product is: [F:31][C:17]1[C:16]2[O:15][CH2:14][C:11]3([CH2:10][CH2:9][NH:8][CH2:13][CH2:12]3)[C:21]=2[CH:20]=[CH:19][C:18]=1[OH:23]. (9) The product is: [Br:8][C:5]1[CH:6]=[CH:7][C:2]([O:29][CH2:28][CH:30]([C:9]#[N:10])[CH3:15])=[N:3][CH:4]=1. Given the reactants Br[C:2]1[CH:7]=[CH:6][C:5]([Br:8])=[CH:4][N:3]=1.[C:9](CCCO)#[N:10].[CH3:15][Si](C)(C)[N-][Si](C)(C)C.[Na+].CCO[C:28]([CH3:30])=[O:29], predict the reaction product. (10) Given the reactants C1([O:7][C:8](=[O:42])[CH2:9][CH2:10][C@H:11]([NH:27][C:28](=[O:41])[CH2:29][CH2:30][CH2:31][CH2:32][CH2:33][CH2:34][C:35]2[CH:40]=[CH:39][CH:38]=[CH:37][CH:36]=2)[CH2:12][S:13][C:14]2[CH:19]=[CH:18][C:17]([CH2:20][C:21]3[CH:26]=[CH:25][CH:24]=[CH:23][CH:22]=3)=[CH:16][CH:15]=2)CCCCC1.[OH-].[K+].CC#N, predict the reaction product. The product is: [CH2:20]([C:17]1[CH:18]=[CH:19][C:14]([S:13][CH2:12][C@@H:11]([NH:27][C:28](=[O:41])[CH2:29][CH2:30][CH2:31][CH2:32][CH2:33][CH2:34][C:35]2[CH:40]=[CH:39][CH:38]=[CH:37][CH:36]=2)[CH2:10][CH2:9][C:8]([OH:42])=[O:7])=[CH:15][CH:16]=1)[C:21]1[CH:22]=[CH:23][CH:24]=[CH:25][CH:26]=1.